From a dataset of Forward reaction prediction with 1.9M reactions from USPTO patents (1976-2016). Predict the product of the given reaction. Given the reactants Br[C:2]1[C:10]2[C:9]([NH:11][C@H:12]([C:16]3[N:21]([C:22]4[CH:27]=[CH:26][CH:25]=[CH:24][CH:23]=4)[C:20](=[O:28])[C:19]4=[C:29]([CH3:32])[CH:30]=[CH:31][N:18]4[N:17]=3)[CH2:13][CH2:14][OH:15])=[N:8][CH:7]=[N:6][C:5]=2[N:4]([CH2:33][O:34][CH2:35][CH2:36][Si:37]([CH3:40])([CH3:39])[CH3:38])[CH:3]=1.[OH:41][C:42]1[CH:43]=[C:44]([NH:57][S:58]([CH3:61])(=[O:60])=[O:59])[CH:45]=[C:46](B2OC(C)(C)C(C)(C)O2)[CH:47]=1.C(=O)([O-])[O-].[Na+].[Na+], predict the reaction product. The product is: [OH:41][C:42]1[CH:43]=[C:44]([NH:57][S:58]([CH3:61])(=[O:60])=[O:59])[CH:45]=[C:46]([C:2]2[C:10]3[C:9]([NH:11][C@H:12]([C:16]4[N:21]([C:22]5[CH:27]=[CH:26][CH:25]=[CH:24][CH:23]=5)[C:20](=[O:28])[C:19]5=[C:29]([CH3:32])[CH:30]=[CH:31][N:18]5[N:17]=4)[CH2:13][CH2:14][OH:15])=[N:8][CH:7]=[N:6][C:5]=3[N:4]([CH2:33][O:34][CH2:35][CH2:36][Si:37]([CH3:40])([CH3:39])[CH3:38])[CH:3]=2)[CH:47]=1.